This data is from Forward reaction prediction with 1.9M reactions from USPTO patents (1976-2016). The task is: Predict the product of the given reaction. (1) Given the reactants [NH2:1][C:2]1[N:15]=[C:5]2[C:6]([N:10]3[CH2:13][CH:12]([OH:14])[CH2:11]3)=[N:7][CH:8]=[CH:9][N:4]2[N:3]=1.N1CC(O)C1.Cl[C:22]1[CH:30]=[C:29]2[C:25]([C:26]([CH3:33])([CH3:32])[C:27](=[O:31])[NH:28]2)=[CH:24][CH:23]=1, predict the reaction product. The product is: [OH:14][CH:12]1[CH2:11][N:10]([C:6]2[C:5]3[N:4]([N:3]=[C:2]([NH:1][C:22]4[CH:30]=[C:29]5[C:25]([C:26]([CH3:33])([CH3:32])[C:27](=[O:31])[NH:28]5)=[CH:24][CH:23]=4)[N:15]=3)[CH:9]=[CH:8][N:7]=2)[CH2:13]1. (2) The product is: [CH2:20]([C:14]1[O:4][C:3]([C:5]2[CH:10]=[CH:9][C:8]([O:11][CH3:12])=[CH:7][CH:6]=2)=[CH:2][C:15]=1[C:16]([O:18][CH3:19])=[O:17])[CH3:21]. Given the reactants Br[CH2:2][C:3]([C:5]1[CH:10]=[CH:9][C:8]([O:11][CH3:12])=[CH:7][CH:6]=1)=[O:4].O=[C:14]([CH2:20][CH3:21])[CH2:15][C:16]([O:18][CH3:19])=[O:17].O.C1(C)C=CC(S(O)(=O)=O)=CC=1, predict the reaction product. (3) Given the reactants [CH3:1][O:2][C:3]1[CH:4]=[C:5]([CH:26]=[C:27]([O:34][CH3:35])[C:28]=1[O:29]S(C)(=O)=O)[C:6]([N:8]1[CH2:12][CH2:11][C:10]([C:20]2[CH:25]=[CH:24][CH:23]=[CH:22][CH:21]=2)([CH2:13][CH2:14]OS(C)(=O)=O)[CH2:9]1)=[O:7].I.[CH2:37]([O:39][CH2:40][CH2:41][N:42]1[C:46]2[CH:47]=[CH:48][CH:49]=[CH:50][C:45]=2[N:44]=[C:43]1[N:51]1[CH2:57][CH2:56][CH2:55][NH:54][CH2:53][CH2:52]1)[CH3:38].C(N(CC)C(C)C)(C)C.ClCCl.CO, predict the reaction product. The product is: [CH3:35][O:34][C:27]1[CH:26]=[C:5]([CH:4]=[C:3]([O:2][CH3:1])[C:28]=1[OH:29])[C:6]([N:8]1[CH2:12][CH2:11][C:10]([CH2:13][CH2:14][N:54]2[CH2:55][CH2:56][CH2:57][N:51]([C:43]3[N:42]([CH2:41][CH2:40][O:39][CH2:37][CH3:38])[C:46]4[CH:47]=[CH:48][CH:49]=[CH:50][C:45]=4[N:44]=3)[CH2:52][CH2:53]2)([C:20]2[CH:25]=[CH:24][CH:23]=[CH:22][CH:21]=2)[CH2:9]1)=[O:7]. (4) Given the reactants [Br:1][C:2]1[CH:3]=[N:4][C:5]([N:8]([CH3:23])[CH2:9][CH2:10][C@H:11]2[CH2:16][CH2:15][C@H:14]([CH2:17][NH:18][CH2:19][CH2:20][CH2:21][OH:22])[CH2:13][CH2:12]2)=[N:6][CH:7]=1.[CH2:24]=O.P(O)(O)O, predict the reaction product. The product is: [Br:1][C:2]1[CH:7]=[N:6][C:5]([N:8]([CH3:23])[CH2:9][CH2:10][C@H:11]2[CH2:16][CH2:15][C@H:14]([CH2:17][N:18]([CH3:24])[CH2:19][CH2:20][CH2:21][OH:22])[CH2:13][CH2:12]2)=[N:4][CH:3]=1. (5) Given the reactants [Cl:1][C:2]1[CH:11]=[CH:10][C:9]2[C:8]([C:12]([OH:14])=O)=[C:7]([Cl:15])[CH:6]=[CH:5][C:4]=2[N:3]=1.C[N:17]([CH3:20])C=O.[C:21](Cl)(=[O:25])[C:22](Cl)=O, predict the reaction product. The product is: [Cl:1][C:2]1[CH:11]=[CH:10][C:9]2[C:8]([C:12]([NH:17][CH2:20][C:21]3([OH:25])[CH2:22][CH2:6][CH2:5][CH2:4][CH2:9][CH2:8]3)=[O:14])=[C:7]([Cl:15])[CH:6]=[CH:5][C:4]=2[N:3]=1. (6) Given the reactants CO.[CH3:3][O:4][C:5]1[CH:10]=[CH:9][CH:8]=[C:7]([O:11][CH3:12])[C:6]=1[C:13]1[C:21]2[C:16](=[N:17][CH:18]=[C:19]([C:22]3[CH:23]=[C:24]([C:28]([N:30]4[CH2:35][CH2:34][O:33][CH2:32][CH2:31]4)=[O:29])[CH:25]=[CH:26][CH:27]=3)[CH:20]=2)[N:15](S(C2C=CC(C)=CC=2)(=O)=O)[CH:14]=1.[OH-].[K+], predict the reaction product. The product is: [CH3:3][O:4][C:5]1[CH:10]=[CH:9][CH:8]=[C:7]([O:11][CH3:12])[C:6]=1[C:13]1[C:21]2[C:16](=[N:17][CH:18]=[C:19]([C:22]3[CH:23]=[C:24]([C:28]([N:30]4[CH2:31][CH2:32][O:33][CH2:34][CH2:35]4)=[O:29])[CH:25]=[CH:26][CH:27]=3)[CH:20]=2)[NH:15][CH:14]=1. (7) Given the reactants [Cl:1][C:2]1[N:3]=[C:4]([N:12]2[CH2:17][CH2:16][O:15][CH2:14][CH2:13]2)[C:5]2[S:10][C:9](I)=[CH:8][C:6]=2[N:7]=1.[CH2:18]([O:20][C:21]([C:23]1[CH:24]=[N:25][CH:26]=[C:27](B2OC(C)(C)C(C)(C)O2)[CH:28]=1)=[O:22])[CH3:19], predict the reaction product. The product is: [Cl:1][C:2]1[N:3]=[C:4]([N:12]2[CH2:17][CH2:16][O:15][CH2:14][CH2:13]2)[C:5]2[S:10][C:9]([C:27]3[CH:28]=[C:23]([C:21]([O:20][CH2:18][CH3:19])=[O:22])[CH:24]=[N:25][CH:26]=3)=[CH:8][C:6]=2[N:7]=1. (8) Given the reactants C(OC([N:8]1[CH2:14][CH2:13][C:12]2[C:15]([S:20][C:21](=O)N(C)C)=[C:16]([Cl:19])[CH:17]=[CH:18][C:11]=2[CH2:10][CH2:9]1)=O)(C)(C)C.Cl[CH2:27][C:28]1[CH:33]=[CH:32][CH:31]=[C:30](C)[N:29]=1, predict the reaction product. The product is: [ClH:19].[Cl:19][C:16]1[CH:17]=[CH:18][C:11]2[CH2:10][CH2:9][NH:8][CH2:14][CH2:13][C:12]=2[C:15]=1[S:20][CH2:21][C:30]1[CH:31]=[CH:32][CH:33]=[C:28]([CH3:27])[N:29]=1.